Dataset: Full USPTO retrosynthesis dataset with 1.9M reactions from patents (1976-2016). Task: Predict the reactants needed to synthesize the given product. (1) Given the product [NH2:1][C:2]1[CH:10]=[CH:9][C:5]([C:6]([N:28]2[CH2:27][CH2:26][N:25]([CH2:24][C:20]3[CH:19]=[C:18]([CH:23]=[CH:22][CH:21]=3)[C:17]([NH:16][C:12]([CH3:14])([CH3:15])[CH3:13])=[O:31])[CH2:30][CH2:29]2)=[O:8])=[CH:4][C:3]=1[Cl:11], predict the reactants needed to synthesize it. The reactants are: [NH2:1][C:2]1[CH:10]=[CH:9][C:5]([C:6]([OH:8])=O)=[CH:4][C:3]=1[Cl:11].[C:12]([NH:16][C:17](=[O:31])[C:18]1[CH:23]=[CH:22][CH:21]=[C:20]([CH2:24][N:25]2[CH2:30][CH2:29][NH:28][CH2:27][CH2:26]2)[CH:19]=1)([CH3:15])([CH3:14])[CH3:13].Cl.CN(C)CCCN=C=NCC.C(N(CC)CC)C. (2) Given the product [CH3:4][C:2]([O:5][C:6]([N:8]([CH2:10][C:11]1[S:15][C:14]([C:16]([OH:18])=[O:17])=[CH:13][CH:12]=1)[CH3:9])=[O:7])([CH3:1])[CH3:3], predict the reactants needed to synthesize it. The reactants are: [CH3:1][C:2]([O:5][C:6]([N:8]([CH2:10][C:11]1[S:15][C:14]([C:16]([O:18]C)=[O:17])=[CH:13][CH:12]=1)[CH3:9])=[O:7])([CH3:4])[CH3:3].[OH-].[Na+]. (3) Given the product [CH3:1][O:2][C:3]1[CH:4]=[C:5]2[C:10](=[CH:11][C:12]=1[O:13][CH3:14])[N:9]=[CH:8][CH:7]=[C:6]2[O:15][C:16]1[CH:21]=[CH:20][C:19]([NH:22][CH2:23][CH2:24][O:25][C:26]2[CH:31]=[CH:30][CH:29]=[CH:28][C:27]=2[CH3:32])=[CH:18][C:17]=1[CH3:34], predict the reactants needed to synthesize it. The reactants are: [CH3:1][O:2][C:3]1[CH:4]=[C:5]2[C:10](=[CH:11][C:12]=1[O:13][CH3:14])[N:9]=[CH:8][CH:7]=[C:6]2[O:15][C:16]1[CH:21]=[CH:20][C:19]([NH:22][C:23](=O)[CH2:24][O:25][C:26]2[CH:31]=[CH:30][CH:29]=[CH:28][C:27]=2[CH3:32])=[CH:18][C:17]=1[CH3:34].Cl.[OH-].[Na+]. (4) The reactants are: [N+:1]([C:4]1[C:5]([CH:15]=O)=[N:6][N:7]([CH:9]2[CH2:14][CH2:13][CH2:12][CH2:11][O:10]2)[CH:8]=1)([O-:3])=[O:2].[C:17]([O:21][C:22]([N:24]1[CH2:29][CH2:28][N:27]([C:30]2[CH:35]=[C:34]([NH2:36])[C:33]([NH2:37])=[CH:32][C:31]=2[F:38])[CH2:26][CH2:25]1)=[O:23])([CH3:20])([CH3:19])[CH3:18]. Given the product [C:17]([O:21][C:22]([N:24]1[CH2:25][CH2:26][N:27]([C:30]2[C:31]([F:38])=[CH:32][C:33]3[N:37]=[C:15]([C:5]4[C:4]([N+:1]([O-:3])=[O:2])=[CH:8][N:7]([CH:9]5[CH2:14][CH2:13][CH2:12][CH2:11][O:10]5)[N:6]=4)[NH:36][C:34]=3[CH:35]=2)[CH2:28][CH2:29]1)=[O:23])([CH3:20])([CH3:18])[CH3:19], predict the reactants needed to synthesize it. (5) Given the product [OH:13][C:14]12[CH2:23][CH:18]3[CH2:19][CH:20]([CH2:22][CH:16]([CH:17]3[O:24][C:25]([N:27]3[CH2:31][CH2:30][C@@H:29]([N:39]4[CH:38]=[C:37]([C:40]#[N:41])[CH:36]=[CH:35][C:34]4=[O:33])[CH2:28]3)=[O:26])[CH2:15]1)[CH2:21]2, predict the reactants needed to synthesize it. The reactants are: N(C(OCC)=O)=NC(OCC)=O.[OH:13][C:14]12[CH2:23][CH:18]3[CH2:19][CH:20]([CH2:22][CH:16]([CH:17]3[O:24][C:25]([N:27]3[CH2:31][CH2:30][C@H:29](O)[CH2:28]3)=[O:26])[CH2:15]1)[CH2:21]2.[O:33]=[C:34]1[NH:39][CH:38]=[C:37]([C:40]#[N:41])[CH:36]=[CH:35]1.C1(P(C2C=CC=CC=2)C2C=CC=CC=2)C=CC=CC=1. (6) The reactants are: [CH3:1][C:2]1([CH3:33])[CH2:7][NH:6][CH2:5][CH2:4][N:3]1[CH2:8][C:9]1[CH:14]=[C:13]([C:15]2[CH:20]=[CH:19][C:18]([OH:21])=[CH:17][C:16]=2[F:22])[N:12]=[C:11]2[N:23](C3CCCCO3)[N:24]=[C:25]([CH3:26])[C:10]=12.Cl. Given the product [CH3:1][C:2]1([CH3:33])[CH2:7][NH:6][CH2:5][CH2:4][N:3]1[CH2:8][C:9]1[CH:14]=[C:13]([C:15]2[CH:20]=[CH:19][C:18]([OH:21])=[CH:17][C:16]=2[F:22])[N:12]=[C:11]2[NH:23][N:24]=[C:25]([CH3:26])[C:10]=12, predict the reactants needed to synthesize it. (7) Given the product [CH3:23][O:22][C:17]1[C:18]([O:20][CH3:21])=[CH:19][C:11]2[N:10]=[C:34]([C:24]3[C:33]4[C:28](=[CH:29][CH:30]=[CH:31][CH:32]=4)[CH:27]=[CH:26][CH:25]=3)[O:14][C:13](=[O:15])[C:12]=2[CH:16]=1, predict the reactants needed to synthesize it. The reactants are: C(N(C(C)C)CC)(C)C.[NH2:10][C:11]1[CH:19]=[C:18]([O:20][CH3:21])[C:17]([O:22][CH3:23])=[CH:16][C:12]=1[C:13]([OH:15])=[O:14].[C:24]1([C:34](Cl)=O)[C:33]2[C:28](=[CH:29][CH:30]=[CH:31][CH:32]=2)[CH:27]=[CH:26][CH:25]=1.CN(C(ON1N=NC2C=CC=NC1=2)=[N+](C)C)C.F[P-](F)(F)(F)(F)F.